From a dataset of HIV replication inhibition screening data with 41,000+ compounds from the AIDS Antiviral Screen. Binary Classification. Given a drug SMILES string, predict its activity (active/inactive) in a high-throughput screening assay against a specified biological target. (1) The molecule is CCCOc1ccc(C(Cl)=C(C=O)c2ccc(OC)c(OC)c2)cc1OCCC. The result is 0 (inactive). (2) The molecule is C=C1C(=O)OC2CC(C)C3CC(=O)C(C)=C3CC12. The result is 0 (inactive).